This data is from Blood-brain barrier penetration binary classification data from Martins et al.. The task is: Regression/Classification. Given a drug SMILES string, predict its absorption, distribution, metabolism, or excretion properties. Task type varies by dataset: regression for continuous measurements (e.g., permeability, clearance, half-life) or binary classification for categorical outcomes (e.g., BBB penetration, CYP inhibition). Dataset: bbb_martins. (1) The molecule is CN1Cc2c(-c3noc(C(C)(O)CO)n3)ncn2-c2cccc(Cl)c2C1=O. The result is 0 (does not penetrate BBB). (2) The result is 1 (penetrates BBB). The drug is Clc1ccc(COC(Cn2ccnc2)c2ccc(Cl)cc2Cl)c(Cl)c1. (3) The molecule is O=C1CC(=O)N(c2ccccc2)c2cc(Cl)ccc2N1. The result is 1 (penetrates BBB). (4) The drug is [Cl].c1ccc(Cn2cc(CCc3ccncc3)c3ccccc32)cc1. The result is 1 (penetrates BBB). (5) The drug is C/C(=C(/CCO)SSCC1CCCO1)N(C=O)Cc1cnc(C)nc1N. The result is 1 (penetrates BBB). (6) The compound is CC(=O)O[C@H]1C[C@@]2(C)[C@@H](C[C@@H](O)[C@H]3[C@@]4(C)CC[C@@H](O)[C@@H](C)[C@@H]4CC[C@@]32C)/C1=C(\CCC=C(C)C)C(=O)O. The result is 0 (does not penetrate BBB).